From a dataset of Peptide-MHC class II binding affinity with 134,281 pairs from IEDB. Regression. Given a peptide amino acid sequence and an MHC pseudo amino acid sequence, predict their binding affinity value. This is MHC class II binding data. (1) The peptide sequence is EFVTLAAKFIIEEDS. The MHC is DRB1_0405 with pseudo-sequence DRB1_0405. The binding affinity (normalized) is 0.391. (2) The peptide sequence is TVEKWLACGVDNFCV. The MHC is HLA-DQA10601-DQB10402 with pseudo-sequence HLA-DQA10601-DQB10402. The binding affinity (normalized) is 0. (3) The binding affinity (normalized) is 0.158. The peptide sequence is SMVGLFSNNPHDLPL. The MHC is DRB1_0901 with pseudo-sequence DRB1_0901. (4) The peptide sequence is VLRTKLMSTRRVLER. The MHC is DRB1_0401 with pseudo-sequence DRB1_0401. The binding affinity (normalized) is 0.391. (5) The peptide sequence is GGACGYKDVDKPPFS. The MHC is HLA-DPA10103-DPB10301 with pseudo-sequence HLA-DPA10103-DPB10301. The binding affinity (normalized) is 0. (6) The peptide sequence is PRARYGLVHVANNNY. The MHC is HLA-DPA10301-DPB10402 with pseudo-sequence HLA-DPA10301-DPB10402. The binding affinity (normalized) is 0.201.